This data is from Full USPTO retrosynthesis dataset with 1.9M reactions from patents (1976-2016). The task is: Predict the reactants needed to synthesize the given product. (1) Given the product [CH:1]([N:14]1[CH2:17][CH:16]([O:18][Si:28]([C:24]([CH3:27])([CH3:26])[CH3:25])([C:35]2[CH:36]=[CH:37][CH:38]=[CH:39][CH:40]=2)[C:29]2[CH:34]=[CH:33][CH:32]=[CH:31][CH:30]=2)[CH2:15]1)([C:8]1[CH:13]=[CH:12][CH:11]=[CH:10][CH:9]=1)[C:2]1[CH:3]=[CH:4][CH:5]=[CH:6][CH:7]=1, predict the reactants needed to synthesize it. The reactants are: [CH:1]([N:14]1[CH2:17][CH:16]([OH:18])[CH2:15]1)([C:8]1[CH:13]=[CH:12][CH:11]=[CH:10][CH:9]=1)[C:2]1[CH:7]=[CH:6][CH:5]=[CH:4][CH:3]=1.N1C=CN=C1.[C:24]([Si:28](Cl)([C:35]1[CH:40]=[CH:39][CH:38]=[CH:37][CH:36]=1)[C:29]1[CH:34]=[CH:33][CH:32]=[CH:31][CH:30]=1)([CH3:27])([CH3:26])[CH3:25].O. (2) Given the product [ClH:42].[ClH:40].[CH2:8]([C:6]1[CH:5]=[CH:4][N:3]([C:16]2[CH:17]=[C:18]3[C:22](=[CH:23][CH:24]=2)[N:21]([CH2:25][CH2:26][N:27]2[CH2:32][CH2:31][NH:30][CH2:29][CH2:28]2)[N:20]=[CH:19]3)[C:2](=[O:1])[CH:7]=1)[CH2:9][C:10]1[CH:15]=[CH:14][CH:13]=[CH:12][CH:11]=1, predict the reactants needed to synthesize it. The reactants are: [O:1]=[C:2]1[CH:7]=[C:6]([CH2:8][CH2:9][C:10]2[CH:15]=[CH:14][CH:13]=[CH:12][CH:11]=2)[CH:5]=[CH:4][N:3]1[C:16]1[CH:17]=[C:18]2[C:22](=[CH:23][CH:24]=1)[N:21]([CH2:25][CH2:26][N:27]1[CH2:32][CH2:31][N:30](C(OC(C)(C)C)=O)[CH2:29][CH2:28]1)[N:20]=[CH:19]2.[ClH:40].C(Cl)[Cl:42]. (3) Given the product [CH2:33]([NH:40][CH2:25][C:21]1[N:20]([C:1]([C:14]2[CH:19]=[CH:18][CH:17]=[CH:16][CH:15]=2)([C:8]2[CH:13]=[CH:12][CH:11]=[CH:10][CH:9]=2)[C:2]2[CH:7]=[CH:6][CH:5]=[CH:4][CH:3]=2)[CH:24]=[CH:23][N:22]=1)[C:34]1[CH:39]=[CH:38][CH:37]=[CH:36][CH:35]=1, predict the reactants needed to synthesize it. The reactants are: [C:1]([N:20]1[CH:24]=[CH:23][N:22]=[C:21]1[CH:25]=O)([C:14]1[CH:19]=[CH:18][CH:17]=[CH:16][CH:15]=1)([C:8]1[CH:13]=[CH:12][CH:11]=[CH:10][CH:9]=1)[C:2]1[CH:7]=[CH:6][CH:5]=[CH:4][CH:3]=1.S([O-])([O-])(=O)=O.[Mg+2].[CH2:33]([NH2:40])[C:34]1[CH:39]=[CH:38][CH:37]=[CH:36][CH:35]=1.C(O[BH-](OC(=O)C)OC(=O)C)(=O)C.[Na+]. (4) Given the product [F:1][C:2]1([F:28])[CH2:7][CH2:6][CH:5]([CH2:8][N:9]2[C:17]3[C:12](=[N:13][CH:14]=[C:15]([C:18]4[C:19]([CH3:24])=[N:20][O:21][C:22]=4[CH3:23])[CH:16]=3)[C:11]([C:33]3[CH:38]=[CH:37][C:36]([CH:39]([F:41])[F:40])=[CH:35][CH:34]=3)=[CH:10]2)[CH2:4][CH2:3]1, predict the reactants needed to synthesize it. The reactants are: [F:1][C:2]1([F:28])[CH2:7][CH2:6][CH:5]([CH2:8][N:9]2[C:17]3[C:12](=[N:13][CH:14]=[C:15]([C:18]4[C:19]([CH3:24])=[N:20][O:21][C:22]=4[CH3:23])[CH:16]=3)[C:11](B(O)O)=[CH:10]2)[CH2:4][CH2:3]1.C(#N)C.Br[C:33]1[CH:38]=[CH:37][C:36]([CH:39]([F:41])[F:40])=[CH:35][CH:34]=1.C(=O)([O-])[O-].[K+].[K+]. (5) Given the product [C:1]12([CH2:11][CH2:12][N:13]([CH2:26][CH2:27][N:28]([CH2:41][CH2:40][O:39][CH3:38])[CH3:29])[C:14]([NH:16][CH2:17][CH2:18][CH2:19][C:20]3[CH:25]=[CH:24][N:23]=[CH:22][CH:21]=3)=[O:15])[CH2:8][CH:7]3[CH2:6][CH:5]([CH2:4][CH:3]([CH2:9]3)[CH2:2]1)[CH2:10]2, predict the reactants needed to synthesize it. The reactants are: [C:1]12([CH2:11][CH2:12][N:13]([CH2:26][CH2:27][NH:28][CH3:29])[C:14]([NH:16][CH2:17][CH2:18][CH2:19][C:20]3[CH:25]=[CH:24][N:23]=[CH:22][CH:21]=3)=[O:15])[CH2:10][CH:5]3[CH2:6][CH:7]([CH2:9][CH:3]([CH2:4]3)[CH2:2]1)[CH2:8]2.C(=O)([O-])[O-].[K+].[K+].[I-].[Na+].[CH3:38][O:39][CH2:40][CH2:41]Cl. (6) The reactants are: [Cl:1][C:2]1[CH:7]=[CH:6][CH:5]=[CH:4][C:3]=1/[CH:8]=[CH:9]/[CH3:10].CC[C@H]1[C@H]2C[C@H]([C@H](OC3C4C(=CC=CC=4)C(O[C@H](C4C=CN=C5C=4C=C(OC)C=C5)[C@@H]4N5C[C@H](CC)[C@@H](CC5)C4)=NN=3)C3C=CN=C4C=3C=C([O:32]C)C=C4)N(CC2)C1.CC(O)(C)C.[OH2:74]. Given the product [Cl:1][C:2]1[CH:7]=[CH:6][CH:5]=[CH:4][C:3]=1[C@H:8]([OH:32])[C@@H:9]([OH:74])[CH3:10], predict the reactants needed to synthesize it.